From a dataset of Forward reaction prediction with 1.9M reactions from USPTO patents (1976-2016). Predict the product of the given reaction. (1) Given the reactants [N:1]1[CH:6]=[CH:5][CH:4]=[C:3]([C:7]2[N:16]=[CH:15][C:14]3[C:9](=[C:10]([C:17]([O:19]C)=[O:18])[CH:11]=[CH:12][CH:13]=3)[N:8]=2)[CH:2]=1.[Li+].[OH-], predict the reaction product. The product is: [N:1]1[CH:6]=[CH:5][CH:4]=[C:3]([C:7]2[N:16]=[CH:15][C:14]3[C:9](=[C:10]([C:17]([OH:19])=[O:18])[CH:11]=[CH:12][CH:13]=3)[N:8]=2)[CH:2]=1. (2) Given the reactants C[O:2][C:3](=[O:35])[CH2:4][CH2:5][C:6]1[CH:11]=[CH:10][C:9]([O:12][CH2:13][CH:14]([C:16]2[S:20][C:19]([C:21]3[CH:26]=[CH:25][C:24]([C:27]([F:30])([F:29])[F:28])=[CH:23][CH:22]=3)=[N:18][C:17]=2[CH:31]([CH3:33])[CH3:32])[CH3:15])=[CH:8][C:7]=1[CH3:34].[OH-].[Na+].Cl, predict the reaction product. The product is: [CH:31]([C:17]1[N:18]=[C:19]([C:21]2[CH:22]=[CH:23][C:24]([C:27]([F:29])([F:30])[F:28])=[CH:25][CH:26]=2)[S:20][C:16]=1[CH:14]([CH3:15])[CH2:13][O:12][C:9]1[CH:10]=[CH:11][C:6]([CH2:5][CH2:4][C:3]([OH:35])=[O:2])=[C:7]([CH3:34])[CH:8]=1)([CH3:32])[CH3:33]. (3) Given the reactants C([O:8][C:9]1[CH:10]=[CH:11][C:12]([C@@H:20]([O:61][Si:62]([C:65]([CH3:68])([CH3:67])[CH3:66])([CH3:64])[CH3:63])[CH2:21][N:22]([C:54]([O:56][C:57]([CH3:60])([CH3:59])[CH3:58])=[O:55])[CH2:23][CH2:24][CH2:25][CH2:26][CH2:27][O:28][C:29]2[CH:34]=[CH:33][C:32]([C:35]([OH:53])([C:47]3[CH:52]=[CH:51][CH:50]=[CH:49][CH:48]=3)[C:36]([O:38][C@@H:39]3[CH:44]4[CH2:45][CH2:46][N:41]([CH2:42][CH2:43]4)[CH2:40]3)=[O:37])=[CH:31][CH:30]=2)=[C:13]2[C:18]=1[NH:17][C:16](=[O:19])[CH:15]=[CH:14]2)C1C=CC=CC=1.C(O)=O, predict the reaction product. The product is: [C:57]([O:56][C:54]([N:22]([CH2:21][C@H:20]([O:61][Si:62]([C:65]([CH3:68])([CH3:67])[CH3:66])([CH3:63])[CH3:64])[C:12]1[CH:11]=[CH:10][C:9]([OH:8])=[C:18]2[C:13]=1[CH:14]=[CH:15][C:16](=[O:19])[NH:17]2)[CH2:23][CH2:24][CH2:25][CH2:26][CH2:27][O:28][C:29]1[CH:30]=[CH:31][C:32]([C:35]([OH:53])([C:47]2[CH:48]=[CH:49][CH:50]=[CH:51][CH:52]=2)[C:36]([O:38][C@@H:39]2[CH:44]3[CH2:45][CH2:46][N:41]([CH2:42][CH2:43]3)[CH2:40]2)=[O:37])=[CH:33][CH:34]=1)=[O:55])([CH3:60])([CH3:59])[CH3:58].